From a dataset of Forward reaction prediction with 1.9M reactions from USPTO patents (1976-2016). Predict the product of the given reaction. (1) The product is: [ClH:1].[Cl:1][C:2]1[CH:3]=[C:4]2[C:8](=[CH:9][CH:10]=1)[NH:7][C:6](=[O:11])[C:5]2([CH2:14][CH2:15][CH2:16][CH2:17][N:24]1[CH2:25][CH2:26][C:27]2[S:19][CH:20]=[CH:21][C:22]=2[CH2:23]1)[CH2:12][CH3:13]. Given the reactants [Cl:1][C:2]1[CH:3]=[C:4]2[C:8](=[CH:9][CH:10]=1)[NH:7][C:6](=[O:11])[C:5]2([CH2:14][CH2:15][CH2:16][CH2:17]Cl)[CH2:12][CH3:13].[S:19]1[C:27]2[CH2:26][CH2:25][NH:24][CH2:23][C:22]=2[CH:21]=[CH:20]1, predict the reaction product. (2) Given the reactants [CH2:1]([NH:5][C:6](=[O:22])[C:7]1[CH:12]=[CH:11][CH:10]=[C:9](B2OC(C)(C)C(C)(C)O2)[CH:8]=1)[CH:2]([CH3:4])[CH3:3].Cl[C:24]1[CH:25]=[CH:26][C:27]2[N:28]([CH:30]=[CH:31][N:32]=2)[N:29]=1.C([O-])([O-])=O.[K+].[K+].COCCOC, predict the reaction product. The product is: [N:32]1[CH:31]=[CH:30][N:28]2[C:27]=1[CH:26]=[CH:25][C:24]([C:9]1[CH:8]=[C:7]([CH:12]=[CH:11][CH:10]=1)[C:6]([NH:5][CH2:1][CH:2]([CH3:3])[CH3:4])=[O:22])=[N:29]2.